From a dataset of Full USPTO retrosynthesis dataset with 1.9M reactions from patents (1976-2016). Predict the reactants needed to synthesize the given product. (1) The reactants are: [CH2:1]([C:3]1[C:12]2[C:11](=[O:13])[O:10][C:9]([C:14]3[C:15](F)=[N:16][CH:17]=[CH:18][CH:19]=3)=[N:8][C:7]=2[CH:6]=[C:5]([O:21][CH3:22])[CH:4]=1)[CH3:2].[CH3:23][N:24]([CH3:30])[C@H:25]1[CH2:29][CH2:28][NH:27][CH2:26]1. Given the product [CH3:23][N:24]([CH3:30])[C@H:25]1[CH2:29][CH2:28][N:27]([C:15]2[C:14]([C:9]3[O:10][C:11](=[O:13])[C:12]4[C:3]([CH2:1][CH3:2])=[CH:4][C:5]([O:21][CH3:22])=[CH:6][C:7]=4[N:8]=3)=[CH:19][CH:18]=[CH:17][N:16]=2)[CH2:26]1, predict the reactants needed to synthesize it. (2) Given the product [C:11]([O:14][C:15]([N:17]1[CH2:18][CH2:19][C@@H:20]([C:22]([NH:9][NH:8][C:5]2[CH:4]=[CH:3][C:2]([F:1])=[CH:7][N:6]=2)=[O:23])[CH2:21]1)=[O:16])([CH3:13])([CH3:12])[CH3:10], predict the reactants needed to synthesize it. The reactants are: [F:1][C:2]1[CH:3]=[CH:4][C:5]([NH:8][NH2:9])=[N:6][CH:7]=1.[CH3:10][C:11]([O:14][C:15]([N:17]1[CH2:21][C@H:20]([C:22](O)=[O:23])[CH2:19][CH2:18]1)=[O:16])([CH3:13])[CH3:12].C1C=CC2N(O)N=NC=2C=1.C(Cl)CCl. (3) Given the product [CH3:2][CH2:1][O:3][CH2:4][CH3:5].[CH3:26][CH2:25][CH2:24][CH:23]([CH3:28])[CH3:22].[F:30][C:24]1[C:25]([F:29])=[CH:26][CH:27]=[CH:28][C:23]=1[CH2:22][S:21][C:10]1[N:11]=[C:12]([NH:14][S:15]([CH:18]2[CH2:19][CH2:20]2)(=[O:17])=[O:16])[CH:13]=[C:8]([O:7][C@H:5]([CH3:6])[CH2:4][OH:3])[N:9]=1, predict the reactants needed to synthesize it. The reactants are: [CH2:1]([O:3][C:4](=O)[C@H:5]([O:7][C:8]1[CH:13]=[C:12]([NH:14][S:15]([CH:18]2[CH2:20][CH2:19]2)(=[O:17])=[O:16])[N:11]=[C:10]([S:21][CH2:22][C:23]2[CH:28]=[CH:27][CH:26]=[C:25]([F:29])[C:24]=2[F:30])[N:9]=1)[CH3:6])[CH3:2].[BH4-].[Li+]. (4) The reactants are: [Br:1][C:2]1[C:3](Cl)=[N:4][C:5]([Cl:8])=[N:6][CH:7]=1.[NH3:10]. Given the product [Br:1][C:2]1[C:3]([NH2:10])=[N:4][C:5]([Cl:8])=[N:6][CH:7]=1, predict the reactants needed to synthesize it.